From a dataset of Reaction yield outcomes from USPTO patents with 853,638 reactions. Predict the reaction yield, written as a fraction of the theoretical maximum amount of product (1.0 means a 100% yield; for example, 0.34 means a 34% yield). (1) The reactants are [CH3:1][O:2][C:3](=[O:16])[C@@H:4]1[CH2:8][CH2:7][CH2:6][N:5]1[C:9]([O:11][C:12]([CH3:15])([CH3:14])[CH3:13])=[O:10].C1C=C[NH+]=CC=1.C1C=C[NH+]=CC=1.[O-:29][Cr](O[Cr]([O-])(=O)=O)(=O)=O. The catalyst is C(Cl)Cl. The product is [C:12]([O:11][C:9]([N:5]1[CH2:6][C:7](=[O:29])[CH2:8][CH:4]1[C:3]([O:2][CH3:1])=[O:16])=[O:10])([CH3:13])([CH3:15])[CH3:14]. The yield is 0.570. (2) The reactants are N[C:2]1[C:11]2[N:12]=[C:13]([CH2:22][O:23][CH2:24][CH3:25])[N:14]([CH2:15][C:16]3([OH:21])[CH2:20][CH2:19][CH2:18][CH2:17]3)[C:10]=2[C:9]2[CH:8]=[CH:7][CH:6]=[CH:5][C:4]=2[N:3]=1.[H-].[Na+].I[CH3:29].O. The catalyst is C1COCC1. The product is [CH2:24]([O:23][CH2:22][C:13]1[N:14]([CH2:15][C:16]2([O:21][CH3:29])[CH2:17][CH2:18][CH2:19][CH2:20]2)[C:10]2[C:9]3[CH:8]=[CH:7][CH:6]=[CH:5][C:4]=3[N:3]=[CH:2][C:11]=2[N:12]=1)[CH3:25]. The yield is 0.240. (3) The reactants are [CH3:1][O:2][C:3]([C:5]1[S:6][CH:7]=[C:8]([Br:11])[C:9]=1[OH:10])=[O:4].[C:12](=O)([O-])[O-].[K+].[K+].IC. The catalyst is CC(C)=O. The product is [CH3:1][O:2][C:3]([C:5]1[S:6][CH:7]=[C:8]([Br:11])[C:9]=1[O:10][CH3:12])=[O:4]. The yield is 1.00. (4) The reactants are C[O:2][CH:3](OC)[CH2:4][N:5]1[C:13]2[C:8](=[CH:9][C:10]([N:14]3[CH:19]=[CH:18][C:17]([C:20]4[CH:25]=[CH:24][C:23]([C:26]([F:29])([F:28])[F:27])=[CH:22][CH:21]=4)=[CH:16][C:15]3=[O:30])=[CH:11][CH:12]=2)[CH:7]=[N:6]1.Cl.O. The catalyst is C1COCC1. The product is [O:30]=[C:15]1[CH:16]=[C:17]([C:20]2[CH:21]=[CH:22][C:23]([C:26]([F:27])([F:28])[F:29])=[CH:24][CH:25]=2)[CH:18]=[CH:19][N:14]1[C:10]1[CH:9]=[C:8]2[C:13](=[CH:12][CH:11]=1)[N:5]([CH2:4][CH:3]=[O:2])[N:6]=[CH:7]2. The yield is 0.640. (5) The reactants are [Cl:1][C:2]1[CH:3]=[C:4]2[C:8](=[CH:9][CH:10]=1)[NH:7][C:6]([C:11]([NH:13][CH:14]1[CH2:22][C:21]3[C:16](=[CH:17][CH:18]=[CH:19][CH:20]=3)[CH:15]1[NH:23][CH2:24][C:25]#[N:26])=[O:12])=[CH:5]2.[N-:27]=[N+:28]=[N-:29].[Na+].[Cl-].[NH4+].CCOC(C)=O. The catalyst is CC(N(C)C)=O. The product is [Cl:1][C:2]1[CH:3]=[C:4]2[C:8](=[CH:9][CH:10]=1)[NH:7][C:6]([C:11]([NH:13][C@@H:14]1[CH2:22][C:21]3[C:16](=[CH:17][CH:18]=[CH:19][CH:20]=3)[C@H:15]1[NH:23][CH2:24][C:25]1[NH:29][N:28]=[N:27][N:26]=1)=[O:12])=[CH:5]2. The yield is 0.140. (6) The reactants are [CH2:1]([C@H:3]1[CH2:7][NH:6][CH2:5][C@H:4]1[NH:8][C:9]1[C:10]2[N:11]([CH:18]=[C:19]([C:21]3[O:25][N:24]=[C:23]([CH3:26])[CH:22]=3)[CH:20]=2)[N:12]=[CH:13][C:14]=1[C:15]([NH2:17])=[O:16])[CH3:2].C(C1([C:32]([OH:34])=[O:33])CC1)#N.F[P-](F)(F)(F)(F)F.N1(OC(N(C)C)=[N+](C)C)C2N=C[CH:49]=[CH:50][C:45]=2N=N1.[CH:59](N(CC)C(C)C)(C)C. The catalyst is CN(C=O)C. The product is [C:15]([C:14]1[CH:13]=[N:12][N:11]2[CH:18]=[C:19]([C:21]3[O:25][N:24]=[C:23]([CH3:26])[CH:22]=3)[CH:20]=[C:10]2[C:9]=1[NH:8][C@H:4]1[C@@H:3]([CH2:1][CH3:2])[CH2:7][N:6]([C:32]([O:34][C:50]([CH3:49])([CH3:45])[CH3:59])=[O:33])[CH2:5]1)(=[O:16])[NH2:17]. The yield is 0.282. (7) The reactants are [Cl:1][C:2]1[N:7]=[C:6]([CH2:8]O)[CH:5]=[CH:4][CH:3]=1.S(Cl)([Cl:12])=O.C(=O)([O-])O.[Na+]. The catalyst is C1(C)C=CC=CC=1. The product is [Cl:1][C:2]1[CH:3]=[CH:4][CH:5]=[C:6]([CH2:8][Cl:12])[N:7]=1. The yield is 0.730.